This data is from NCI-60 drug combinations with 297,098 pairs across 59 cell lines. The task is: Regression. Given two drug SMILES strings and cell line genomic features, predict the synergy score measuring deviation from expected non-interaction effect. (1) Drug 1: CC1CCC2CC(C(=CC=CC=CC(CC(C(=O)C(C(C(=CC(C(=O)CC(OC(=O)C3CCCCN3C(=O)C(=O)C1(O2)O)C(C)CC4CCC(C(C4)OC)O)C)C)O)OC)C)C)C)OC. Drug 2: C1CC(=O)NC(=O)C1N2C(=O)C3=CC=CC=C3C2=O. Cell line: K-562. Synergy scores: CSS=11.9, Synergy_ZIP=-10.5, Synergy_Bliss=-11.9, Synergy_Loewe=-7.45, Synergy_HSA=-7.45. (2) Drug 1: CN(CCCl)CCCl.Cl. Drug 2: CC1CCCC2(C(O2)CC(NC(=O)CC(C(C(=O)C(C1O)C)(C)C)O)C(=CC3=CSC(=N3)C)C)C. Cell line: HOP-62. Synergy scores: CSS=32.1, Synergy_ZIP=-3.37, Synergy_Bliss=-3.30, Synergy_Loewe=-13.1, Synergy_HSA=-0.976.